Dataset: Antibody developability classification from SAbDab with 2,409 antibodies. Task: Regression/Classification. Given an antibody's heavy chain and light chain sequences, predict its developability. TAP uses regression for 5 developability metrics; SAbDab uses binary classification. The antibody is ['EVTLKESGPGILQPSQTLSLTCSFSGFSLSTYGMGVGWIRQPSGKGLEWLAHIWWDDVKRYNPALKSRLTISKDTSGSQVFLKIASVDTSDTATYYCARMGSDYDVWFDYWGQGTLVTVSA', 'DIVMSQSPSSLAVSVGEKVTMSCKSSQSLLYNNNQKNYLAWYQQKPGQSPKLLIYWASTRESGVPDRFTGSGSGTDFTLTISSVKAEDLAVYYCQQYYSYPFTFGSGTKLEIK']. Result: 1 (developable).